This data is from Reaction yield outcomes from USPTO patents with 853,638 reactions. The task is: Predict the reaction yield, written as a fraction of the theoretical maximum amount of product (1.0 means a 100% yield; for example, 0.34 means a 34% yield). (1) The reactants are [N:1]([CH2:4][CH:5]1[C:13]2[C:8](=[CH:9][CH:10]=[CH:11][CH:12]=2)[C:7](=[C:14]2[C:22]3[C:17](=[CH:18][CH:19]=[CH:20][CH:21]=3)[NH:16][C:15]2=[O:23])[O:6]1)=[C:2]=[O:3].[NH4+:24].[OH-]. The catalyst is C1COCC1. The product is [O:23]=[C:15]1[C:14](=[C:7]2[C:8]3[C:13](=[CH:12][CH:11]=[CH:10][CH:9]=3)[CH:5]([CH2:4][NH:1][C:2]([NH2:24])=[O:3])[O:6]2)[C:22]2[C:17](=[CH:18][CH:19]=[CH:20][CH:21]=2)[NH:16]1. The yield is 0.680. (2) The reactants are C1(P(C2CCCCC2)C2CCCCC2)CCCCC1.[CH2:20]([O:22][C:23]([C:25]1[N:26]([C:37]2[CH:42]=[CH:41][C:40]([O:43][CH:44]([CH3:46])[CH3:45])=[CH:39][CH:38]=2)[C:27]2[C:32]([C:33]=1[CH:34]=[O:35])=[CH:31][C:30](Br)=[CH:29][CH:28]=2)=[O:24])[CH3:21].CC([O-])=O.[K+].[B:52]1([B:52]2[O:56][C:55]([CH3:58])([CH3:57])[C:54]([CH3:60])([CH3:59])[O:53]2)[O:56][C:55]([CH3:58])([CH3:57])[C:54]([CH3:60])([CH3:59])[O:53]1. The catalyst is O1CCOCC1.C1C=CC(/C=C/C(/C=C/C2C=CC=CC=2)=O)=CC=1.C1C=CC(/C=C/C(/C=C/C2C=CC=CC=2)=O)=CC=1.C1C=CC(/C=C/C(/C=C/C2C=CC=CC=2)=O)=CC=1.[Pd].[Pd]. The product is [CH2:20]([O:22][C:23]([C:25]1[N:26]([C:37]2[CH:42]=[CH:41][C:40]([O:43][CH:44]([CH3:46])[CH3:45])=[CH:39][CH:38]=2)[C:27]2[C:32]([C:33]=1[CH:34]=[O:35])=[CH:31][C:30]([B:52]1[O:56][C:55]([CH3:58])([CH3:57])[C:54]([CH3:60])([CH3:59])[O:53]1)=[CH:29][CH:28]=2)=[O:24])[CH3:21]. The yield is 0.930. (3) The reactants are [CH2:1]([N:8]([C:14]1[CH:19]=[C:18]([O:20][CH3:21])[C:17]([CH3:22])=[CH:16][C:15]=1Br)[C:9](=[O:13])[CH:10]([CH3:12])[CH3:11])[C:2]1[CH:7]=[CH:6][CH:5]=[CH:4][CH:3]=1.CC(C)([O-])C.[Na+].[Cl-].[NH4+]. The catalyst is O1CCOCC1.C([O-])(=O)C.[Pd+2].C([O-])(=O)C.C1(P(C2CCCCC2)C2CCCCC2)CCCCC1. The product is [CH2:1]([N:8]1[C:14]2[C:15](=[CH:16][C:17]([CH3:22])=[C:18]([O:20][CH3:21])[CH:19]=2)[C:10]([CH3:12])([CH3:11])[C:9]1=[O:13])[C:2]1[CH:7]=[CH:6][CH:5]=[CH:4][CH:3]=1. The yield is 0.570. (4) The reactants are C(N(CC)CC)C.[CH:8](=[O:15])[C:9]1[CH:14]=[CH:13][CH:12]=[CH:11][CH:10]=1.[O:16]1[CH2:21][CH2:20][O:19][C:18]2[CH:22]=[C:23]([C:26](=[O:32])[CH2:27][CH2:28]N(C)C)[CH:24]=[CH:25][C:17]1=2. The catalyst is O1CCOCC1.[Br-].C([N+]1C(C)=C(CCO)SC=1)C. The product is [O:16]1[CH2:21][CH2:20][O:19][C:18]2[CH:22]=[C:23]([C:26](=[O:32])[CH2:27][CH2:28][C:8]([C:9]3[CH:14]=[CH:13][CH:12]=[CH:11][CH:10]=3)=[O:15])[CH:24]=[CH:25][C:17]1=2. The yield is 0.120. (5) The reactants are [CH3:1][O:2][C:3]1[C:10]([O:11][CH3:12])=[C:9]([O:13][CH3:14])[CH:8]=[CH:7][C:4]=1[CH2:5][OH:6].F[C:16]1[CH:21]=[CH:20][CH:19]=[CH:18][C:17]=1[N+:22]([O-:24])=[O:23].[CH3:25][O:26][C:27]1[C:41]([O:42][CH3:43])=[C:40]([O:44][CH3:45])[CH:39]=[CH:38][C:28]=1[CH2:29][O:30][C:31]1[CH:37]=[CH:36][CH:35]=[CH:34][C:32]=1[NH2:33].[NH2:46][C:47]1[S:48][CH:49]=[CH:50][N:51]=1. No catalyst specified. The product is [CH3:1][O:2][C:3]1[C:10]([O:11][CH3:12])=[C:9]([O:13][CH3:14])[CH:8]=[CH:7][C:4]=1[CH2:5][O:6][C:16]1[CH:21]=[CH:20][CH:19]=[CH:18][C:17]=1[N+:22]([O-:24])=[O:23].[CH3:25][O:26][C:27]1[C:41]([O:42][CH3:43])=[C:40]([O:44][CH3:45])[CH:39]=[CH:38][C:28]=1[CH2:29][O:30][C:31]1[CH:37]=[CH:36][CH:35]=[CH:34][C:32]=1[NH:33][C:14]([NH:46][C:47]1[S:48][CH:49]=[CH:50][N:51]=1)=[O:13]. The yield is 0.720. (6) The yield is 0.650. The product is [S:8]1[C:7]2[CH:9]=[CH:10][CH:11]=[CH:12][C:6]=2[CH:5]=[C:4]1[CH2:3][CH:2]([N:17]1[CH2:18][CH2:19][N:14]([C:20]([O:22][C:23]([CH3:26])([CH3:25])[CH3:24])=[O:21])[CH2:15][CH2:16]1)[OH:27]. The catalyst is O1CCCC1.O. The reactants are Br[C:2](Br)=[CH:3][C:4]1[S:8][C:7]2[CH:9]=[CH:10][CH:11]=[CH:12][C:6]=2[CH:5]=1.[N:14]1([C:20]([O:22][C:23]([CH3:26])([CH3:25])[CH3:24])=[O:21])[CH2:19][CH2:18][NH:17][CH2:16][CH2:15]1.[OH-:27].[K+]. (7) The reactants are [Cl:1][C:2]1[CH:7]=[CH:6][C:5]([CH:8]([N+]#N)[C:9]([O:11][CH3:12])=[O:10])=[C:4]([O:15][CH3:16])[CH:3]=1. The catalyst is C1(C)C=CC=CC=1. The product is [Cl:1][C:2]1[CH:7]=[CH:6][C:5]2[CH:8]([C:9]([O:11][CH3:12])=[O:10])[CH2:16][O:15][C:4]=2[CH:3]=1. The yield is 0.720. (8) The yield is 0.820. The catalyst is ClCCl. The product is [O:30]=[C:29]1[C:28]2[C:23](=[CH:24][CH:25]=[CH:26][CH:27]=2)[C:22](=[O:31])[N:21]1[CH2:20][C@@H:19]([NH:18][C:14]([C:10]1[S:11][C:12]([CH3:13])=[C:8]([C:7]2[N:6]([CH3:17])[N:5]=[CH:4][C:3]=2[CH2:1][CH3:2])[CH:9]=1)=[O:16])[CH2:32][C:33]1[CH:38]=[CH:37][CH:36]=[CH:35][C:34]=1[C:39]([F:41])([F:40])[F:42]. The reactants are [CH2:1]([C:3]1[CH:4]=[N:5][N:6]([CH3:17])[C:7]=1[C:8]1[CH:9]=[C:10]([C:14]([OH:16])=O)[S:11][C:12]=1[CH3:13])[CH3:2].[NH2:18][C@@H:19]([CH2:32][C:33]1[CH:38]=[CH:37][CH:36]=[CH:35][C:34]=1[C:39]([F:42])([F:41])[F:40])[CH2:20][N:21]1[C:29](=[O:30])[C:28]2[C:23](=[CH:24][CH:25]=[CH:26][CH:27]=2)[C:22]1=[O:31].C(N(C(C)C)CC)(C)C.F[P-](F)(F)(F)(F)F.Br[P+](N1CCCC1)(N1CCCC1)N1CCCC1.